Dataset: Forward reaction prediction with 1.9M reactions from USPTO patents (1976-2016). Task: Predict the product of the given reaction. (1) Given the reactants [F:1][C:2]1[CH:15]=[CH:14][C:5]([CH2:6][S:7]([CH2:10][C:11](O)=O)(=[O:9])=[O:8])=[CH:4][CH:3]=1.[F:16][C:17]1[CH:24]=[CH:23][C:20](C=O)=[CH:19][CH:18]=1, predict the reaction product. The product is: [F:1][C:2]1[CH:15]=[CH:14][C:5]([CH2:6][S:7](/[CH:10]=[CH:11]/[C:20]2[CH:23]=[CH:24][C:17]([F:16])=[CH:18][CH:19]=2)(=[O:9])=[O:8])=[CH:4][CH:3]=1. (2) Given the reactants [CH:1]1[C:13]2[CH:12]([CH2:14][O:15][C:16](=[O:37])[NH:17][C@H:18]3[CH2:23][CH2:22][CH2:21][C:20]([F:25])([F:24])[C@@H:19]3[NH:26][C:27]([C:29]3[S:30][C:31]([CH2:35][CH3:36])=[C:32](Br)[CH:33]=3)=[O:28])[C:11]3[C:6](=[CH:7][CH:8]=[CH:9][CH:10]=3)[C:5]=2[CH:4]=[CH:3][CH:2]=1.[B:38]1([B:38]2[O:42][C:41]([CH3:44])([CH3:43])[C:40]([CH3:46])([CH3:45])[O:39]2)[O:42][C:41]([CH3:44])([CH3:43])[C:40]([CH3:46])([CH3:45])[O:39]1.C([O-])(=O)C.[K+], predict the reaction product. The product is: [CH:1]1[C:13]2[CH:12]([CH2:14][O:15][C:16](=[O:37])[NH:17][C@H:18]3[CH2:23][CH2:22][CH2:21][C:20]([F:25])([F:24])[C@@H:19]3[NH:26][C:27]([C:29]3[S:30][C:31]([CH2:35][CH3:36])=[C:32]([B:38]4[O:42][C:41]([CH3:44])([CH3:43])[C:40]([CH3:46])([CH3:45])[O:39]4)[CH:33]=3)=[O:28])[C:11]3[C:6](=[CH:7][CH:8]=[CH:9][CH:10]=3)[C:5]=2[CH:4]=[CH:3][CH:2]=1. (3) Given the reactants [Br:1][C:2]1[CH:3]=[C:4]([CH:7]=[CH:8][C:9]=1[OH:10])[C:5]#[N:6].Br[CH:12]1[CH2:15][CH2:14][CH2:13]1.C([O-])([O-])=O.[K+].[K+], predict the reaction product. The product is: [Br:1][C:2]1[CH:3]=[C:4]([CH:7]=[CH:8][C:9]=1[O:10][CH:12]1[CH2:15][CH2:14][CH2:13]1)[C:5]#[N:6]. (4) The product is: [CH:24]([C:21]1[CH:22]=[CH:23][C:18]([N:13]2[CH2:14][CH2:15][CH:10]([CH2:9][O:8][CH:5]([CH2:6][CH3:7])[C:4]([O:3][CH2:1][CH3:2])=[O:16])[CH2:11][CH2:12]2)=[N:19][CH:20]=1)=[O:25]. Given the reactants [CH2:1]([O:3][C:4](=[O:16])[CH:5]([O:8][CH2:9][CH:10]1[CH2:15][CH2:14][NH:13][CH2:12][CH2:11]1)[CH2:6][CH3:7])[CH3:2].F[C:18]1[CH:23]=[CH:22][C:21]([CH:24]=[O:25])=[CH:20][N:19]=1.C(N(C(C)C)CC)(C)C, predict the reaction product. (5) The product is: [CH3:1][O:2][C:3]([C:5]1[CH:10]=[N:9][C:8]([C:7]2[CH:16]=[CH:15][CH:14]=[CH:13][CH:12]=2)=[N:30][CH:29]=1)=[O:4]. Given the reactants [CH3:1][O:2][C:3]([C:5]1[CH:10]=[N:9][C:8](Cl)=[CH:7]N=1)=[O:4].[C:12]1(B(O)O)C=[CH:16][CH:15]=[CH:14][CH:13]=1.[F-].[Cs+].C([O-])([O-])=O.[Na+].[Na+].[CH3:29][N:30](C)C=O, predict the reaction product. (6) Given the reactants [Cl:1][C:2]1[CH:3]=[C:4]2[C:8](=[CH:9][CH:10]=1)[NH:7][CH:6]=[C:5]2[CH2:11][N:12]1[C:20]([C:21]2[N:22]([CH3:26])[CH:23]=[CH:24][N:25]=2)=[C:19]2[C:14]([NH:15][C:16](=[O:29])[N:17]([CH3:28])[C:18]2=[O:27])=[N:13]1.Br[CH2:31][CH2:32][CH3:33].C(=O)([O-])[O-].[K+].[K+], predict the reaction product. The product is: [Cl:1][C:2]1[CH:3]=[C:4]2[C:8](=[CH:9][CH:10]=1)[NH:7][CH:6]=[C:5]2[CH2:11][N:12]1[C:20]([C:21]2[N:22]([CH3:26])[CH:23]=[CH:24][N:25]=2)=[C:19]2[C:14]([N:15]([CH2:31][CH2:32][CH3:33])[C:16](=[O:29])[N:17]([CH3:28])[C:18]2=[O:27])=[N:13]1.